Dataset: NCI-60 drug combinations with 297,098 pairs across 59 cell lines. Task: Regression. Given two drug SMILES strings and cell line genomic features, predict the synergy score measuring deviation from expected non-interaction effect. (1) Drug 1: C1=CC=C(C(=C1)C(C2=CC=C(C=C2)Cl)C(Cl)Cl)Cl. Drug 2: C(CC(=O)O)C(=O)CN.Cl. Cell line: SK-MEL-28. Synergy scores: CSS=12.3, Synergy_ZIP=-2.43, Synergy_Bliss=0.856, Synergy_Loewe=-0.792, Synergy_HSA=0.405. (2) Drug 1: CN(C)N=NC1=C(NC=N1)C(=O)N. Drug 2: CCC1=C2CN3C(=CC4=C(C3=O)COC(=O)C4(CC)O)C2=NC5=C1C=C(C=C5)O. Cell line: ACHN. Synergy scores: CSS=38.9, Synergy_ZIP=5.23, Synergy_Bliss=7.44, Synergy_Loewe=-17.3, Synergy_HSA=8.18. (3) Drug 1: C1=NC2=C(N=C(N=C2N1C3C(C(C(O3)CO)O)O)F)N. Drug 2: CC(C)CN1C=NC2=C1C3=CC=CC=C3N=C2N. Cell line: MALME-3M. Synergy scores: CSS=1.34, Synergy_ZIP=-0.756, Synergy_Bliss=-1.06, Synergy_Loewe=-2.38, Synergy_HSA=-2.90. (4) Drug 1: CN(C)C1=NC(=NC(=N1)N(C)C)N(C)C. Drug 2: CS(=O)(=O)OCCCCOS(=O)(=O)C. Cell line: HT29. Synergy scores: CSS=3.25, Synergy_ZIP=1.59, Synergy_Bliss=5.23, Synergy_Loewe=-6.10, Synergy_HSA=-1.21. (5) Drug 1: C1=CC=C(C(=C1)C(C2=CC=C(C=C2)Cl)C(Cl)Cl)Cl. Drug 2: CC1=C(C(=O)C2=C(C1=O)N3CC4C(C3(C2COC(=O)N)OC)N4)N. Cell line: EKVX. Synergy scores: CSS=7.42, Synergy_ZIP=-2.48, Synergy_Bliss=1.11, Synergy_Loewe=-13.9, Synergy_HSA=-1.82. (6) Drug 2: CNC(=O)C1=NC=CC(=C1)OC2=CC=C(C=C2)NC(=O)NC3=CC(=C(C=C3)Cl)C(F)(F)F. Drug 1: CCC1(CC2CC(C3=C(CCN(C2)C1)C4=CC=CC=C4N3)(C5=C(C=C6C(=C5)C78CCN9C7C(C=CC9)(C(C(C8N6C=O)(C(=O)OC)O)OC(=O)C)CC)OC)C(=O)OC)O.OS(=O)(=O)O. Cell line: LOX IMVI. Synergy scores: CSS=-1.45, Synergy_ZIP=-0.633, Synergy_Bliss=-0.941, Synergy_Loewe=-2.74, Synergy_HSA=-3.32. (7) Drug 1: CN(C(=O)NC(C=O)C(C(C(CO)O)O)O)N=O. Drug 2: C(CCl)NC(=O)N(CCCl)N=O. Cell line: NCIH23. Synergy scores: CSS=48.1, Synergy_ZIP=-2.99, Synergy_Bliss=-5.56, Synergy_Loewe=-14.2, Synergy_HSA=-1.82.